The task is: Predict the product of the given reaction.. This data is from Forward reaction prediction with 1.9M reactions from USPTO patents (1976-2016). (1) The product is: [F:16][C:12]1([F:17])[CH2:11][C@H:10]2[CH2:15][C@@H:13]1[CH2:14][C@@H:9]2[OH:8]. Given the reactants C([O:8][C@H:9]1[CH2:14][C@H:13]2[CH2:15][C@@H:10]1[CH2:11][C:12]2([F:17])[F:16])C1C=CC=CC=1.[H][H], predict the reaction product. (2) Given the reactants [Cl:1][C:2]1[CH:3]=[C:4]2[C:9](=[CH:10][C:11]=1[CH3:12])[O:8][CH:7]=[C:6]([CH:13]=O)[C:5]2=[O:15].[CH2:16]([O:18][C:19]([C:21]#[C:22][C:23]([O:25][CH2:26][CH3:27])=[O:24])=[O:20])[CH3:17].C1(P(C2C=CC=CC=2)C2C=CC=CC=2)C=CC=CC=1.[NH2:47][CH2:48][CH2:49][C:50]1[C:58]2[C:53](=[CH:54][CH:55]=[CH:56][CH:57]=2)[NH:52][CH:51]=1, predict the reaction product. The product is: [CH2:26]([O:25][C:23]([C:22]1[C:21]2([C:19]([O:18][CH2:16][CH3:17])=[O:20])[N:47]([CH2:48][CH2:49][C:50]3[C:58]4[C:53](=[CH:54][CH:55]=[CH:56][CH:57]=4)[NH:52][C:51]=32)[CH:7]=[C:6]([C:5](=[O:15])[C:4]2[CH:3]=[C:2]([Cl:1])[C:11]([CH3:12])=[CH:10][C:9]=2[OH:8])[CH:13]=1)=[O:24])[CH3:27]. (3) The product is: [NH2:29][C:30]1[CH:38]=[CH:37][C:33]([C:34]([NH:13][C:10]2[N:9]3[CH2:14][CH2:15][N:16]=[C:8]3[C:7]3[CH:6]=[CH:5][C:4]([O:17][CH2:18][C:19]4[CH:24]=[CH:23][C:22]([S:25]([CH3:28])(=[O:27])=[O:26])=[CH:21][CH:20]=4)=[C:3]([O:2][CH3:1])[C:12]=3[N:11]=2)=[O:35])=[CH:32][N:31]=1. Given the reactants [CH3:1][O:2][C:3]1[C:12]2[N:11]=[C:10]([NH2:13])[N:9]3[CH2:14][CH2:15][N:16]=[C:8]3[C:7]=2[CH:6]=[CH:5][C:4]=1[O:17][CH2:18][C:19]1[CH:24]=[CH:23][C:22]([S:25]([CH3:28])(=[O:27])=[O:26])=[CH:21][CH:20]=1.[NH2:29][C:30]1[CH:38]=[CH:37][C:33]([C:34](O)=[O:35])=[CH:32][N:31]=1, predict the reaction product. (4) Given the reactants [Br:1][C:2]1[CH:3]=[C:4]([N+:14]([O-])=O)[C:5]2[N:6]([C:8]([CH:11]([CH3:13])[CH3:12])=[N:9][N:10]=2)[CH:7]=1, predict the reaction product. The product is: [Br:1][C:2]1[CH:3]=[C:4]([NH2:14])[C:5]2[N:6]([C:8]([CH:11]([CH3:12])[CH3:13])=[N:9][N:10]=2)[CH:7]=1.